This data is from Full USPTO retrosynthesis dataset with 1.9M reactions from patents (1976-2016). The task is: Predict the reactants needed to synthesize the given product. (1) Given the product [N+:8]([C:7]1[C:2]([C:20]2[CH:21]=[N:22][C:17]([C:16]([F:27])([F:26])[F:15])=[CH:18][CH:19]=2)=[N:3][CH:4]=[C:5]([C:11]([F:14])([F:13])[F:12])[CH:6]=1)([O-:10])=[O:9], predict the reactants needed to synthesize it. The reactants are: Cl[C:2]1[C:7]([N+:8]([O-:10])=[O:9])=[CH:6][C:5]([C:11]([F:14])([F:13])[F:12])=[CH:4][N:3]=1.[F:15][C:16]([F:27])([F:26])[C:17]1[N:22]=[CH:21][C:20](B(O)O)=[CH:19][CH:18]=1.C1(P(C2CCCCC2)C2CCCCC2)CCCCC1.P([O-])([O-])([O-])=O.[K+].[K+].[K+]. (2) Given the product [CH2:1]([C:4]1[C:8]2[CH:9]=[C:10]([C:13]([OH:15])=[O:14])[CH:11]=[CH:12][C:7]=2[O:6][N:5]=1)[CH2:2][CH3:3], predict the reactants needed to synthesize it. The reactants are: [CH2:1]([C:4]1[C:8]2[CH:9]=[C:10]([C:13]([O:15]C)=[O:14])[CH:11]=[CH:12][C:7]=2[O:6][N:5]=1)[CH2:2][CH3:3].O1CCCC1.O.[OH-].[Li+]. (3) Given the product [F:38][C:39]1[CH:40]=[C:41]([NH:55][C:56]([NH:58][C:59](=[O:67])[CH2:60][CH2:1][C:2]2[CH:7]=[CH:6][CH:5]=[CH:4][CH:3]=2)=[S:57])[CH:42]=[CH:43][C:44]=1[O:45][C:46]1[CH:51]=[CH:50][N:49]=[C:48]2[CH:52]=[CH:53][S:54][C:47]=12, predict the reactants needed to synthesize it. The reactants are: [CH2:1](N1C2N=CN=C(OC3C=CC(NC(NC(=O)[CH2:1][C:2]4[CH:7]=[CH:6][CH:5]=[CH:4][CH:3]=4)=S)=CC=3F)C=2C=C1)[C:2]1[CH:7]=[CH:6][CH:5]=[CH:4][CH:3]=1.[F:38][C:39]1[CH:40]=[C:41]([NH:55][C:56]([NH:58][C:59](=[O:67])[CH2:60]C2C=CC=CC=2)=[S:57])[CH:42]=[CH:43][C:44]=1[O:45][C:46]1[CH:51]=[CH:50][N:49]=[C:48]2[CH:52]=[CH:53][S:54][C:47]=12.C1(CCC(N=C=S)=O)C=CC=CC=1. (4) Given the product [Cl:22][C:2]1[C:11]2[C:6](=[CH:7][CH:8]=[C:9]([C:12]([F:15])([F:14])[F:13])[CH:10]=2)[N:5]=[C:4]([C:16]([F:19])([F:18])[F:17])[CH:3]=1, predict the reactants needed to synthesize it. The reactants are: O[C:2]1[C:11]2[C:6](=[CH:7][CH:8]=[C:9]([C:12]([F:15])([F:14])[F:13])[CH:10]=2)[N:5]=[C:4]([C:16]([F:19])([F:18])[F:17])[CH:3]=1.P(Cl)(Cl)([Cl:22])=O. (5) Given the product [C:1]([O:5][C:6](=[O:23])[NH:7][CH2:8][CH:9]1[CH2:14][CH2:13][N:12]([C:15]2[CH:20]=[C:19](/[CH:21]=[C:28]3/[C:27](=[O:29])[NH:26][C:25](=[O:30])[S:24]/3)[N:18]=[CH:17][N:16]=2)[CH2:11][CH2:10]1)([CH3:4])([CH3:3])[CH3:2], predict the reactants needed to synthesize it. The reactants are: [C:1]([O:5][C:6](=[O:23])[NH:7][CH2:8][CH:9]1[CH2:14][CH2:13][N:12]([C:15]2[CH:20]=[C:19]([CH:21]=O)[N:18]=[CH:17][N:16]=2)[CH2:11][CH2:10]1)([CH3:4])([CH3:3])[CH3:2].[S:24]1[CH2:28][C:27](=[O:29])[NH:26][C:25]1=[O:30].C(N(CC)CC)C.N1CCCCC1. (6) Given the product [CH3:44][O:1][CH2:2][CH2:3][CH2:4][CH2:5][CH2:6][N:7]1[C:11]2[CH:12]=[CH:13][CH:14]=[CH:15][C:10]=2[N:9]=[C:8]1[C:16]([N:18]([CH2:40][CH:41]([CH3:43])[CH3:42])[C@H:19]1[CH2:24][C@@H:23]([C:25]([N:27]2[CH2:32][CH2:31][O:30][CH2:29][CH2:28]2)=[O:26])[CH2:22][N:21]([C:33]([O:35][C:36]([CH3:37])([CH3:38])[CH3:39])=[O:34])[CH2:20]1)=[O:17], predict the reactants needed to synthesize it. The reactants are: [OH:1][CH2:2][CH2:3][CH2:4][CH2:5][CH2:6][N:7]1[C:11]2[CH:12]=[CH:13][CH:14]=[CH:15][C:10]=2[N:9]=[C:8]1[C:16]([N:18]([CH2:40][CH:41]([CH3:43])[CH3:42])[C@H:19]1[CH2:24][C@@H:23]([C:25]([N:27]2[CH2:32][CH2:31][O:30][CH2:29][CH2:28]2)=[O:26])[CH2:22][N:21]([C:33]([O:35][C:36]([CH3:39])([CH3:38])[CH3:37])=[O:34])[CH2:20]1)=[O:17].[CH2:44](N(CC)CC)C.CS(Cl)(=O)=O.C(=O)(O)[O-].[Na+]. (7) Given the product [CH2:3]([CH:6]1[CH2:12][CH2:11][CH:10]([C:13]2[CH:18]=[CH:17][CH:16]=[C:15]([F:19])[C:14]=2[F:20])[CH2:9][NH:8]/[C:7]/1=[N:1]\[NH2:2])[CH:4]=[CH2:5], predict the reactants needed to synthesize it. The reactants are: [NH2:1][NH2:2].[CH2:3]([CH:6]1[CH2:12][CH2:11][CH:10]([C:13]2[CH:18]=[CH:17][CH:16]=[C:15]([F:19])[C:14]=2[F:20])[CH2:9][NH:8][C:7]1=S)[CH:4]=[CH2:5]. (8) Given the product [Cl:18][C:12]1[C:11]([NH:10][C:8]([C:7]2[C:2]([NH:24][CH:21]3[CH2:23][CH2:22]3)=[N:3][CH:4]=[CH:5][CH:6]=2)=[O:9])=[C:16]([CH3:17])[CH:15]=[CH:14][N:13]=1, predict the reactants needed to synthesize it. The reactants are: Cl[C:2]1[C:7]([C:8]([NH:10][C:11]2[C:12]([Cl:18])=[N:13][CH:14]=[CH:15][C:16]=2[CH3:17])=[O:9])=[CH:6][CH:5]=[CH:4][N:3]=1.[F-].[K+].[CH:21]1([NH2:24])[CH2:23][CH2:22]1.O.